The task is: Predict the product of the given reaction.. This data is from Forward reaction prediction with 1.9M reactions from USPTO patents (1976-2016). (1) Given the reactants C1N=CN(C(N2C=NC=C2)=O)C=1.[CH2:13]([N:20]1[C:28]2[CH:27]=[C:26]([C:29]([OH:31])=O)[N:25]=[C:24]([NH:32][CH2:33][C:34]3[CH:39]=[CH:38][CH:37]=[CH:36][CH:35]=3)[C:23]=2[NH:22][C:21]1=[O:40])[C:14]1[CH:19]=[CH:18][CH:17]=[CH:16][CH:15]=1.[OH:41][NH:42][C:43](=[NH:45])[CH3:44].[Al], predict the reaction product. The product is: [OH:41][N:42]=[C:43]([NH:45][C:29]([C:26]1[N:25]=[C:24]([NH:32][CH2:33][C:34]2[CH:39]=[CH:38][CH:37]=[CH:36][CH:35]=2)[C:23]2[NH:22][C:21](=[O:40])[N:20]([CH2:13][C:14]3[CH:15]=[CH:16][CH:17]=[CH:18][CH:19]=3)[C:28]=2[CH:27]=1)=[O:31])[CH3:44]. (2) The product is: [C:1]1([C:7]2[CH:16]=[CH:15][C:14]3[N:13]=[CH:12][C:11]4[N:17]=[CH:18][N:19]([C:20]5[CH:27]=[CH:26][CH:25]=[CH:24][C:21]=5[CH2:22][NH2:23])[C:10]=4[C:9]=3[CH:8]=2)[CH:2]=[CH:3][CH:4]=[CH:5][CH:6]=1. Given the reactants [C:1]1([C:7]2[CH:16]=[CH:15][C:14]3[N:13]=[CH:12][C:11]4[N:17]=[CH:18][N:19]([C:20]5[CH:27]=[CH:26][CH:25]=[CH:24][C:21]=5[C:22]#[N:23])[C:10]=4[C:9]=3[CH:8]=2)[CH:6]=[CH:5][CH:4]=[CH:3][CH:2]=1, predict the reaction product. (3) Given the reactants [N:1]1([CH2:7][CH2:8][CH2:9][O:10][C:11]2[CH:18]=[CH:17][C:14]([CH:15]=O)=[CH:13][CH:12]=2)[CH2:6][CH2:5][CH2:4][CH2:3][CH2:2]1.[CH3:19][N:20]([CH2:27][CH2:28][C:29]1[CH:34]=[CH:33][CH:32]=[CH:31][CH:30]=1)[CH:21]1[CH2:26][CH2:25][NH:24][CH2:23][CH2:22]1.C(O[BH-](OC(=O)C)OC(=O)C)(=O)C.[Na+].[OH-].[Na+].[CH2:51]([Cl:53])[Cl:52], predict the reaction product. The product is: [NH3:1].[CH2:51]([Cl:53])[Cl:52].[CH3:19][N:20]([CH2:27][CH2:28][C:29]1[CH:30]=[CH:31][CH:32]=[CH:33][CH:34]=1)[CH:21]1[CH2:22][CH2:23][N:24]([CH2:15][C:14]2[CH:17]=[CH:18][C:11]([O:10][CH2:9][CH2:8][CH2:7][N:1]3[CH2:6][CH2:5][CH2:4][CH2:3][CH2:2]3)=[CH:12][CH:13]=2)[CH2:25][CH2:26]1.